Dataset: Forward reaction prediction with 1.9M reactions from USPTO patents (1976-2016). Task: Predict the product of the given reaction. Given the reactants [NH2:1][C:2]1[CH:3]=[C:4]([OH:8])[CH:5]=[CH:6][CH:7]=1.C(=O)([O-])[O-].[Cs+].[Cs+].Cl[C:16]1[C:25]2[C:20](=[CH:21][C:22]([O:28][CH2:29][CH2:30][N:31]3[CH2:36][CH2:35][O:34][CH2:33][CH2:32]3)=[C:23]([O:26][CH3:27])[CH:24]=2)[N:19]=[CH:18][N:17]=1, predict the reaction product. The product is: [CH3:27][O:26][C:23]1[CH:24]=[C:25]2[C:20](=[CH:21][C:22]=1[O:28][CH2:29][CH2:30][N:31]1[CH2:36][CH2:35][O:34][CH2:33][CH2:32]1)[N:19]=[CH:18][N:17]=[C:16]2[O:8][C:4]1[CH:3]=[C:2]([CH:7]=[CH:6][CH:5]=1)[NH2:1].